From a dataset of Forward reaction prediction with 1.9M reactions from USPTO patents (1976-2016). Predict the product of the given reaction. (1) Given the reactants Cl[C:2]1[N:7]=[C:6]([O:8][CH2:9][C:10]([F:13])([F:12])[F:11])[N:5]=[C:4]([NH:14][C:15]2[CH:27]=[CH:26][C:18]([C:19]([O:21][C:22]([CH3:25])([CH3:24])[CH3:23])=[O:20])=[CH:17][CH:16]=2)[N:3]=1.[NH2:28][CH2:29][C:30]1[CH:36]=[CH:35][C:33]([NH2:34])=[CH:32][CH:31]=1, predict the reaction product. The product is: [NH2:34][C:33]1[CH:35]=[CH:36][C:30]([CH2:29][NH:28][C:2]2[N:7]=[C:6]([O:8][CH2:9][C:10]([F:13])([F:12])[F:11])[N:5]=[C:4]([NH:14][C:15]3[CH:27]=[CH:26][C:18]([C:19]([O:21][C:22]([CH3:25])([CH3:24])[CH3:23])=[O:20])=[CH:17][CH:16]=3)[N:3]=2)=[CH:31][CH:32]=1. (2) Given the reactants [Br-:1].[Li+].[C:3]([O:11][CH2:12][C@@H:13](OS(C1C=C(Cl)C(Cl)=CC=1Cl)(=O)=O)[C@@H:14]([O:20][C:21](=[O:28])[C:22]1[CH:27]=[CH:26][CH:25]=[CH:24][CH:23]=1)[CH2:15][CH:16]=[N:17][O:18][CH3:19])(=[O:10])[C:4]1[CH:9]=[CH:8][CH:7]=[CH:6][CH:5]=1.C(OCC)(=O)C, predict the reaction product. The product is: [C:3]([O:11][CH2:12][C@@H:13]([Br:1])[C@@H:14]([O:20][C:21](=[O:28])[C:22]1[CH:27]=[CH:26][CH:25]=[CH:24][CH:23]=1)[CH2:15][CH:16]=[N:17][O:18][CH3:19])(=[O:10])[C:4]1[CH:9]=[CH:8][CH:7]=[CH:6][CH:5]=1. (3) The product is: [F:1][C:2]1[CH:10]=[CH:9][CH:8]=[C:7]([F:11])[C:3]=1[C:4]1[S:6][C:13]([C:14]([O:16][CH2:17][CH3:18])=[O:15])=[C:19]([CH3:21])[N:5]=1. Given the reactants [F:1][C:2]1[CH:10]=[CH:9][CH:8]=[C:7]([F:11])[C:3]=1[C:4](=[S:6])[NH2:5].Cl[CH:13]([C:19]([CH3:21])=O)[C:14]([O:16][CH2:17][CH3:18])=[O:15], predict the reaction product. (4) Given the reactants [N:1]1[CH:6]=[CH:5][CH:4]=[CH:3][C:2]=1[CH2:7][CH2:8][Si:9](Cl)([Cl:11])[Cl:10].C[SiH](Cl)Cl, predict the reaction product. The product is: [N:1]1[CH:6]=[CH:5][CH:4]=[CH:3][C:2]=1[CH2:7][CH2:8][SiH:9]([Cl:11])[Cl:10]. (5) Given the reactants [Br:1][C:2]1[CH:3]=[C:4]([C:8]([C:10]2[CH:15]=[C:14]([O:16][CH3:17])[C:13]([O:18][CH3:19])=[CH:12][C:11]=2[NH:20][C:21](=[O:28])[CH2:22][C:23]2[S:24][CH:25]=[CH:26][CH:27]=2)=O)[CH:5]=[CH:6][CH:7]=1.CC([O-])(C)C.[K+], predict the reaction product. The product is: [Br:1][C:2]1[CH:3]=[C:4]([C:8]2[C:10]3[C:11](=[CH:12][C:13]([O:18][CH3:19])=[C:14]([O:16][CH3:17])[CH:15]=3)[NH:20][C:21](=[O:28])[C:22]=2[C:23]2[S:24][CH:25]=[CH:26][CH:27]=2)[CH:5]=[CH:6][CH:7]=1. (6) Given the reactants [C:1]([Si:5]([CH3:25])([CH3:24])[C:6]1[C:11]([F:12])=[C:10]([C:13]2[C:21]3[C:16](=[N:17][CH:18]=[CH:19][CH:20]=3)[NH:15][N:14]=2)[N:9]=[C:8](F)[C:7]=1[F:23])([CH3:4])([CH3:3])[CH3:2].[NH:26]1[CH2:31][CH2:30][NH:29][CH2:28][C@H:27]1[C:32]([OH:35])([CH3:34])[CH3:33].N1([Si:41]([CH3:44])([CH3:43])[CH3:42])C=CN=C1, predict the reaction product. The product is: [Si:5]([C:6]1[C:7]([F:23])=[C:8]([N:29]2[CH2:30][CH2:31][NH:26][C@H:27]([C:32]([O:35][Si:41]([CH3:44])([CH3:43])[CH3:42])([CH3:34])[CH3:33])[CH2:28]2)[N:9]=[C:10]([C:13]2[C:21]3[C:16](=[N:17][CH:18]=[CH:19][CH:20]=3)[NH:15][N:14]=2)[C:11]=1[F:12])([C:1]([CH3:3])([CH3:4])[CH3:2])([CH3:24])[CH3:25]. (7) Given the reactants [F:1][C:2]1[CH:23]=[CH:22][C:5]([CH2:6][O:7][CH2:8][C:9]([NH:11][CH2:12][C:13]#[C:14][C:15]2[CH:20]=[CH:19][C:18]([OH:21])=[CH:17][CH:16]=2)=[O:10])=[CH:4][CH:3]=1.NC1C=CC(CCCNC(=O)COCC2C=CC(F)=CC=2)=CC=1, predict the reaction product. The product is: [F:1][C:2]1[CH:23]=[CH:22][C:5]([CH2:6][O:7][CH2:8][C:9]([NH:11][CH2:12][CH2:13][CH2:14][C:15]2[CH:16]=[CH:17][C:18]([OH:21])=[CH:19][CH:20]=2)=[O:10])=[CH:4][CH:3]=1.